Dataset: Full USPTO retrosynthesis dataset with 1.9M reactions from patents (1976-2016). Task: Predict the reactants needed to synthesize the given product. (1) Given the product [F:31][C:32]([F:36])([F:35])[CH2:33][O:4][C:3](=[O:5])[C:2]([F:15])([F:1])[CH:6]([O:9][C:10](=[O:14])[C:11]([CH3:13])=[CH2:12])[CH2:7][CH3:8], predict the reactants needed to synthesize it. The reactants are: [F:1][C:2]([F:15])([CH:6]([O:9][C:10](=[O:14])[C:11]([CH3:13])=[CH2:12])[CH2:7][CH3:8])[C:3]([OH:5])=[O:4].C1CCC(N=C=NC2CCCCC2)CC1.[F:31][C:32]([F:36])([F:35])[CH2:33]O.Cl. (2) The reactants are: [Cl:1][C:2]1[CH:3]=[C:4]([CH2:8][C:9]#[N:10])[CH:5]=[CH:6][CH:7]=1.Cl.[O:12]1CCO[CH2:14][CH2:13]1. Given the product [ClH:1].[Cl:1][C:2]1[CH:3]=[C:4]([CH2:8][C:9](=[NH:10])[O:12][CH2:13][CH3:14])[CH:5]=[CH:6][CH:7]=1, predict the reactants needed to synthesize it. (3) The reactants are: [F:1][C:2]([F:19])([F:18])[C:3]([NH:5][CH2:6][C:7]1[C:8]([F:17])=[CH:9][C:10]([Cl:16])=[C:11]([CH:15]=1)[C:12]([NH2:14])=[O:13])=[O:4].C(Cl)(=O)[C:21](Cl)=[O:22]. Given the product [F:19][C:2]([F:18])([F:1])[C:3]([NH:5][CH2:6][C:7]1[C:8]([F:17])=[CH:9][C:10]([Cl:16])=[C:11]([CH:15]=1)[C:12]([N:14]=[C:21]=[O:22])=[O:13])=[O:4], predict the reactants needed to synthesize it. (4) Given the product [N:7]1([C:13]2[CH:18]=[CH:17][C:16]([CH2:19][CH2:20][OH:21])=[C:15]([CH3:24])[CH:14]=2)[CH2:12][CH2:11][CH2:10][CH2:9][CH2:8]1, predict the reactants needed to synthesize it. The reactants are: [H-].[Al+3].[Li+].[H-].[H-].[H-].[N:7]1([C:13]2[CH:18]=[CH:17][C:16]([CH2:19][C:20](OC)=[O:21])=[C:15]([CH3:24])[CH:14]=2)[CH2:12][CH2:11][CH2:10][CH2:9][CH2:8]1.O.[OH-].[Na+]. (5) Given the product [CH:1]1([NH:4][C:7]([C:9]2[C:13]([NH:14][C:15]([C:17]3[C:22]([NH:23][C:24]4[CH:25]=[N:26][CH:27]=[N:28][CH:29]=4)=[CH:21][CH:20]=[C:19]([CH:30]4[CH2:32][CH2:31]4)[N:18]=3)=[O:16])=[CH:12][N:11]([CH3:33])[N:10]=2)=[O:6])[CH2:3][CH2:2]1, predict the reactants needed to synthesize it. The reactants are: [CH:1]1([NH2:4])[CH2:3][CH2:2]1.C[O:6][C:7]([C:9]1[C:13]([NH:14][C:15]([C:17]2[C:22]([NH:23][C:24]3[CH:25]=[N:26][CH:27]=[N:28][CH:29]=3)=[CH:21][CH:20]=[C:19]([CH:30]3[CH2:32][CH2:31]3)[N:18]=2)=[O:16])=[CH:12][N:11]([CH3:33])[N:10]=1)=O. (6) Given the product [Cl:1][C:2]1[N:7]=[C:6]([C:8]2[C:9]3[CH:16]=[C:15]([CH2:17][O:20][C:21]4[CH:22]=[CH:23][C:24]([C@@H:27]([C:34]#[C:35][CH3:36])[CH2:28][C:29]([O:31][CH2:32][CH3:33])=[O:30])=[CH:25][CH:26]=4)[CH:14]=[CH:13][C:10]=3[S:11][CH:12]=2)[C:5]([CH3:19])=[CH:4][CH:3]=1, predict the reactants needed to synthesize it. The reactants are: [Cl:1][C:2]1[N:7]=[C:6]([C:8]2[C:9]3[CH:16]=[C:15]([CH2:17]Cl)[CH:14]=[CH:13][C:10]=3[S:11][CH:12]=2)[C:5]([CH3:19])=[CH:4][CH:3]=1.[OH:20][C:21]1[CH:26]=[CH:25][C:24]([C@@H:27]([C:34]#[C:35][CH3:36])[CH2:28][C:29]([O:31][CH2:32][CH3:33])=[O:30])=[CH:23][CH:22]=1.C([O-])([O-])=O.[K+].[K+].CC#N.